This data is from Reaction yield outcomes from USPTO patents with 853,638 reactions. The task is: Predict the reaction yield, written as a fraction of the theoretical maximum amount of product (1.0 means a 100% yield; for example, 0.34 means a 34% yield). (1) The reactants are Cl.[NH2:2][C:3]1[C:4]([OH:19])=[C:5]([C:10]2[CH:15]=[CH:14][CH:13]=[C:12]([C:16]([OH:18])=[O:17])[CH:11]=2)[CH:6]=[C:7]([F:9])[CH:8]=1.[N:20]([O-])=O.[Na+].[O:24]1[C:28]2[CH:29]=[CH:30][C:31]([N:33]3[C:37](=[O:38])[CH2:36][C:35]([CH3:39])=[N:34]3)=[CH:32][C:27]=2[CH2:26][CH2:25]1.C(=O)(O)[O-].[Na+]. The catalyst is Cl. The product is [O:24]1[C:28]2[CH:29]=[CH:30][C:31]([N:33]3[C:37](=[O:38])[C:36](=[N:20][NH:2][C:3]4[C:4]([OH:19])=[C:5]([C:10]5[CH:15]=[CH:14][CH:13]=[C:12]([C:16]([OH:18])=[O:17])[CH:11]=5)[CH:6]=[C:7]([F:9])[CH:8]=4)[C:35]([CH3:39])=[N:34]3)=[CH:32][C:27]=2[CH2:26][CH2:25]1. The yield is 0.200. (2) The reactants are [C:1]12([C:11]3[CH:27]=[CH:26][C:14]([O:15][CH2:16][C:17]([N:19]4[CH2:24][CH2:23][N:22]([CH3:25])[CH2:21][CH2:20]4)=[O:18])=[CH:13][CH:12]=3)[CH2:10][CH:5]3[CH2:6][CH:7]([CH2:9][CH:3]([CH2:4]3)[CH2:2]1)[CH2:8]2.[CH3:28][I:29]. The catalyst is C(OCC)C. The product is [I-:29].[C:1]12([C:11]3[CH:27]=[CH:26][C:14]([O:15][CH2:16][C:17]([N:19]4[CH2:24][CH2:23][N+:22]([CH3:28])([CH3:25])[CH2:21][CH2:20]4)=[O:18])=[CH:13][CH:12]=3)[CH2:10][CH:5]3[CH2:6][CH:7]([CH2:9][CH:3]([CH2:4]3)[CH2:2]1)[CH2:8]2. The yield is 0.975. (3) The reactants are Cl[C:2]1[N:10]=[C:9](Cl)[CH:8]=[CH:7][C:3]=1[C:4]([NH2:6])=[O:5].[NH2:12][C:13]1[CH:18]=[CH:17][CH:16]=[C:15]([CH3:19])[CH:14]=1.C(O[C:25](=[O:32])[NH:26][C@H:27]1[CH2:31][CH2:30][NH:29][CH2:28]1)(C)(C)C.[C:33](O)(=O)[CH:34]=C. No catalyst specified. The product is [C:25]([NH:26][C@H:27]1[CH2:31][CH2:30][N:29]([C:9]2[CH:8]=[CH:7][C:3]([C:4]([NH2:6])=[O:5])=[C:2]([NH:12][C:13]3[CH:14]=[C:15]([CH3:19])[CH:16]=[CH:17][CH:18]=3)[N:10]=2)[CH2:28]1)(=[O:32])[CH:33]=[CH2:34]. The yield is 0.420. (4) The reactants are [Br:1][C:2]1[CH:7]=[C:6]([F:8])[CH:5]=[CH:4][C:3]=1[OH:9].Br[C:11]1[CH:16]=[CH:15]C(F)=[CH:13][C:12]=1O[C@H](CC=C)C. No catalyst specified. The product is [Br:1][C:2]1[CH:7]=[C:6]([F:8])[CH:5]=[CH:4][C:3]=1[O:9][C@H:16]([CH2:11][CH:12]=[CH2:13])[CH3:15]. The yield is 0.880. (5) The reactants are [NH2:1][C:2]1[O:3][CH2:4][C@:5]2([N:21]=1)[C:14]1[CH:13]=[C:12]([OH:15])[CH:11]=[CH:10][C:9]=1[O:8][C@@:7]1([CH3:20])[CH2:16][CH2:17][CH2:18][O:19][C@H:6]21.C(N(CC)CC)C.[F:29][C:30]([F:49])([F:48])[S:31](N(C1C=CC=CC=1)[S:31]([C:30]([F:49])([F:48])[F:29])(=[O:33])=[O:32])(=[O:33])=[O:32]. The catalyst is C(Cl)Cl. The product is [F:29][C:30]([F:49])([F:48])[S:31]([O:15][C:12]1[CH:11]=[CH:10][C:9]2[O:8][C@@:7]3([CH3:20])[CH2:16][CH2:17][CH2:18][O:19][C@@H:6]3[C@:5]3([CH2:4][O:3][C:2]([NH2:1])=[N:21]3)[C:14]=2[CH:13]=1)(=[O:33])=[O:32].[F:29][C:30]([F:49])([F:48])[S:31]([O:15][C:12]1[CH:11]=[CH:10][C:9]2[O:8][C@:7]3([CH3:20])[CH2:16][CH2:17][CH2:18][O:19][C@H:6]3[C@:5]3([CH2:4][O:3][C:2]([NH2:1])=[N:21]3)[C:14]=2[CH:13]=1)(=[O:33])=[O:32]. The yield is 0.140. (6) The reactants are [C:1]([C:5]1[CH:6]=[C:7]2[C:12](=[CH:13][CH:14]=1)[CH:11]=[C:10]([C:15]([O:17]C)=[O:16])[CH:9]=[CH:8]2)([CH3:4])([CH3:3])[CH3:2].[OH-].[Na+]. The catalyst is CO. The product is [C:1]([C:5]1[CH:6]=[C:7]2[C:12](=[CH:13][CH:14]=1)[CH:11]=[C:10]([C:15]([OH:17])=[O:16])[CH:9]=[CH:8]2)([CH3:4])([CH3:2])[CH3:3]. The yield is 0.770. (7) The reactants are Cl.[CH2:2]([O:4][C:5](=[O:9])[C@H:6]([CH3:8])[NH2:7])[CH3:3].[CH:10](=O)[C:11]1[CH:16]=[CH:15][CH:14]=[CH:13][CH:12]=1.[OH-].[Na+]. The catalyst is C1(C)C=CC=CC=1. The product is [C:11]1([CH:10]=[N:7][CH:6]([CH3:8])[C:5]([O:4][CH2:2][CH3:3])=[O:9])[CH:16]=[CH:15][CH:14]=[CH:13][CH:12]=1. The yield is 0.750.